From a dataset of Full USPTO retrosynthesis dataset with 1.9M reactions from patents (1976-2016). Predict the reactants needed to synthesize the given product. (1) Given the product [F:26][C:27]1[CH:34]=[C:33]([F:35])[CH:32]=[CH:31][C:28]=1[CH2:29][C:16]1[CH:17]=[C:18]2[C:13](=[C:14]([C:20]#[N:21])[CH:15]=1)[N:12]([CH3:22])[C@H:11]1[CH2:23][CH2:24][NH:8][CH2:9][C@@H:10]21, predict the reactants needed to synthesize it. The reactants are: C(OC([N:8]1[CH2:24][CH2:23][C@@H:11]2[N:12]([CH3:22])[C:13]3[C:14]([C:20]#[N:21])=[CH:15][C:16](Br)=[CH:17][C:18]=3[C@@H:10]2[CH2:9]1)=O)(C)(C)C.[Br-].[F:26][C:27]1[CH:34]=[C:33]([F:35])[CH:32]=[CH:31][C:28]=1[CH2:29][Zn+]. (2) Given the product [CH3:1][C:2]([N+:8]([O-:10])=[O:9])([CH3:7])[CH2:3][CH2:4][CH:5]=[C:17]1[NH:11][C:12](=[O:13])[NH:14][C:15]1=[O:16], predict the reactants needed to synthesize it. The reactants are: [CH3:1][C:2]([N+:8]([O-:10])=[O:9])([CH3:7])[CH2:3][CH2:4][CH:5]=O.[NH:11]1[CH2:17][C:15](=[O:16])[NH:14][C:12]1=[O:13]. (3) Given the product [F:46][C:47]1[C:48]([NH:87][C:88](=[O:94])[O:89][C:90]([CH3:92])([CH3:91])[CH3:93])=[N:49][CH:50]=[C:51]([C:53]2[CH:54]=[C:55]3[C:61]([C:62]4[C:63]([CH3:76])=[N:64][N:65]([CH2:68][C:69]5[CH:74]=[CH:73][CH:72]=[C:71]([F:75])[CH:70]=5)[C:66]=4[CH3:67])=[CH:60][NH:59][C:56]3=[N:57][CH:58]=2)[CH:52]=1, predict the reactants needed to synthesize it. The reactants are: Cl.FC1C=C(C=CC=1)CN1C=C(C2C3C(=NC=C(C4C=CC(C5CCNCC5)=CC=4)C=3)N(S(C3C=CC(C)=CC=3)(=O)=O)C=2)C=N1.[F:46][C:47]1[C:48]([NH:87][C:88](=[O:94])[O:89][C:90]([CH3:93])([CH3:92])[CH3:91])=[N:49][CH:50]=[C:51]([C:53]2[CH:54]=[C:55]3[C:61]([C:62]4[C:63]([CH3:76])=[N:64][N:65]([CH2:68][C:69]5[CH:74]=[CH:73][CH:72]=[C:71]([F:75])[CH:70]=5)[C:66]=4[CH3:67])=[CH:60][N:59](S(C4C=CC(C)=CC=4)(=O)=O)[C:56]3=[N:57][CH:58]=2)[CH:52]=1.[OH-].[Li+]. (4) The reactants are: [F:1][C:2]1[CH:3]=[C:4]([CH2:17][OH:18])[CH:5]=[C:6]([F:16])[C:7]=1[O:8][C:9]1[CH:14]=[CH:13][CH:12]=[C:11]([F:15])[CH:10]=1.Cl[C:20]1[CH:31]=[C:24]2[N:25]([CH3:30])[C@H:26]([CH3:29])[CH2:27][CH2:28][N:23]2[C:22](=[O:32])[N:21]=1. Given the product [F:1][C:2]1[CH:3]=[C:4]([CH:5]=[C:6]([F:16])[C:7]=1[O:8][C:9]1[CH:14]=[CH:13][CH:12]=[C:11]([F:15])[CH:10]=1)[CH2:17][O:18][C:20]1[CH:31]=[C:24]2[N:25]([CH3:30])[C@H:26]([CH3:29])[CH2:27][CH2:28][N:23]2[C:22](=[O:32])[N:21]=1, predict the reactants needed to synthesize it. (5) Given the product [C:1]([O:20][C@H:21]1[C@H:25]([O:26][C:27](=[O:45])[CH2:28][CH2:29][CH2:30][CH2:31][CH2:32][CH2:33][CH2:34]/[CH:35]=[CH:36]\[CH2:37][CH2:38][CH2:39][CH2:40][CH2:41][CH2:42][CH2:43][CH3:44])[CH2:24][N:23]([C:50](=[O:51])[CH2:49][CH2:48][N:47]([CH3:53])[CH3:46])[CH2:22]1)(=[O:19])[CH2:2][CH2:3][CH2:4][CH2:5][CH2:6][CH2:7][CH2:8]/[CH:9]=[CH:10]\[CH2:11][CH2:12][CH2:13][CH2:14][CH2:15][CH2:16][CH2:17][CH3:18], predict the reactants needed to synthesize it. The reactants are: [C:1]([O:20][C@H:21]1[C@H:25]([O:26][C:27](=[O:45])[CH2:28][CH2:29][CH2:30][CH2:31][CH2:32][CH2:33][CH2:34]/[CH:35]=[CH:36]\[CH2:37][CH2:38][CH2:39][CH2:40][CH2:41][CH2:42][CH2:43][CH3:44])[CH2:24][NH:23][CH2:22]1)(=[O:19])[CH2:2][CH2:3][CH2:4][CH2:5][CH2:6][CH2:7][CH2:8]/[CH:9]=[CH:10]\[CH2:11][CH2:12][CH2:13][CH2:14][CH2:15][CH2:16][CH2:17][CH3:18].[CH3:46][N:47]([CH3:53])[CH2:48][CH2:49][C:50](O)=[O:51]. (6) Given the product [F:1][C:2]1[CH:10]=[CH:9][CH:8]=[CH:7][C:3]=1[C:4]([NH:57][C:54]1[CH:55]=[CH:56][N:52]([CH2:51][C:48]2[CH:49]=[CH:50][C:45]([I:44])=[CH:46][C:47]=2[C:58]([F:61])([F:59])[F:60])[N:53]=1)=[O:6], predict the reactants needed to synthesize it. The reactants are: [F:1][C:2]1[CH:10]=[CH:9][CH:8]=[CH:7][C:3]=1[C:4]([OH:6])=O.CN(C(ON1N=NC2C=CC=NC1=2)=[N+](C)C)C.F[P-](F)(F)(F)(F)F.CCN(C(C)C)C(C)C.[I:44][C:45]1[CH:50]=[CH:49][C:48]([CH2:51][N:52]2[CH:56]=[CH:55][C:54]([NH2:57])=[N:53]2)=[C:47]([C:58]([F:61])([F:60])[F:59])[CH:46]=1. (7) Given the product [Br:1][C:2]1[CH:3]=[C:4]([N:8]2[CH2:9][CH2:10][CH:16]([C:15]([O:19][CH3:20])=[O:18])[CH2:17]2)[CH:5]=[CH:6][CH:7]=1, predict the reactants needed to synthesize it. The reactants are: [Br:1][C:2]1[CH:3]=[C:4]([NH:8][CH2:9][C:10](O)=O)[CH:5]=[CH:6][CH:7]=1.C=O.[C:15]([O:19][CH3:20])(=[O:18])[CH:16]=[CH2:17].